Dataset: Full USPTO retrosynthesis dataset with 1.9M reactions from patents (1976-2016). Task: Predict the reactants needed to synthesize the given product. (1) Given the product [CH:48]([N:44]1[CH2:43][C@@H:42]2[CH2:47][C@H:45]1[CH2:46][N:41]2[C:38]1[CH:37]=[CH:36][C:35]([NH:34][C:28]2[C:29]3[N:30]([N:31]=[CH:32][N:33]=3)[C:25]([C:6]3[NH:10][N:9]=[C:8]([C:11]([O:13][CH2:14][CH3:15])=[O:12])[CH:7]=3)=[CH:26][N:27]=2)=[CH:40][CH:39]=1)([CH3:50])[CH3:49], predict the reactants needed to synthesize it. The reactants are: C([Sn](CCCC)(CCCC)[C:6]1[NH:10][N:9]=[C:8]([C:11]([O:13][CH2:14][CH3:15])=[O:12])[CH:7]=1)CCC.Br[C:25]1[N:30]2[N:31]=[CH:32][N:33]=[C:29]2[C:28]([NH:34][C:35]2[CH:40]=[CH:39][C:38]([N:41]3[CH2:46][C@@H:45]4[CH2:47][C@H:42]3[CH2:43][N:44]4[CH:48]([CH3:50])[CH3:49])=[CH:37][CH:36]=2)=[N:27][CH:26]=1. (2) Given the product [Br:78][CH2:79][C:80]([NH:1][CH2:2][CH2:3][CH2:4][CH2:5][CH2:6][C:7]([NH:9][C@H:10]([C:14]([NH:16][C@H:17]([C:25]([NH:27][C:28]1[CH:29]=[CH:30][C:31]([CH2:34][O:35][C:36](=[O:77])[NH:37][CH2:38][NH:39][C:40](=[O:76])[CH2:41][C@H:42]2[O:49][C@H:48](/[CH:50]=[CH:51]/[C:52](/[CH3:74])=[CH:53]/[CH2:54][C@H:55]3[C@@H:60]([CH3:61])[CH2:59][C@@H:58]([NH:62][C:63](=[O:72])/[CH:64]=[CH:65]\[C@@H:66]([O:68][C:69](=[O:71])[CH3:70])[CH3:67])[C@@H:57]([CH3:73])[O:56]3)[C@@H:47]([OH:75])[C@@:44]3([O:46][CH2:45]3)[CH2:43]2)=[CH:32][CH:33]=1)=[O:26])[CH2:18][CH2:19][CH2:20][NH:21][C:22](=[O:24])[NH2:23])=[O:15])[CH:11]([CH3:13])[CH3:12])=[O:8])=[O:81], predict the reactants needed to synthesize it. The reactants are: [NH2:1][CH2:2][CH2:3][CH2:4][CH2:5][CH2:6][C:7]([NH:9][C@H:10]([C:14]([NH:16][C@H:17]([C:25]([NH:27][C:28]1[CH:33]=[CH:32][C:31]([CH2:34][O:35][C:36](=[O:77])[NH:37][CH2:38][NH:39][C:40](=[O:76])[CH2:41][C@H:42]2[O:49][C@H:48](/[CH:50]=[CH:51]/[C:52](/[CH3:74])=[CH:53]/[CH2:54][C@H:55]3[C@@H:60]([CH3:61])[CH2:59][C@@H:58]([NH:62][C:63](=[O:72])/[CH:64]=[CH:65]\[C@@H:66]([O:68][C:69](=[O:71])[CH3:70])[CH3:67])[C@@H:57]([CH3:73])[O:56]3)[C@@H:47]([OH:75])[C@@:44]3([O:46][CH2:45]3)[CH2:43]2)=[CH:30][CH:29]=1)=[O:26])[CH2:18][CH2:19][CH2:20][NH:21][C:22](=[O:24])[NH2:23])=[O:15])[CH:11]([CH3:13])[CH3:12])=[O:8].[Br:78][CH2:79][C:80](ON1C(=O)CCC1=O)=[O:81].C(N(CC)C(C)C)(C)C.C(O[C@H](/C=C\C(N[C@@H]1C[C@H](C)[C@H](C/C=C(\C)/C=C/[C@H]2O[C@H](CNC(=O)CBr)C[C@]3(OC3)[C@@H]2O)O[C@@H]1C)=O)C)(=O)C. (3) Given the product [CH2:1]([O:19][C@H:20]1[C@H:24]([O:25][CH2:26][CH2:27][CH2:28][CH2:29][CH2:30][CH2:31][CH2:32][CH2:33]/[CH:34]=[CH:35]\[CH2:36]/[CH:37]=[CH:38]\[CH2:39][CH2:40][CH2:41][CH2:42][CH3:43])[CH2:23][N:22]([CH2:46][CH2:45][C:44]([O:48][CH2:49][CH3:50])=[O:47])[CH2:21]1)[CH2:2][CH2:3][CH2:4][CH2:5][CH2:6][CH2:7][CH2:8]/[CH:9]=[CH:10]\[CH2:11]/[CH:12]=[CH:13]\[CH2:14][CH2:15][CH2:16][CH2:17][CH3:18], predict the reactants needed to synthesize it. The reactants are: [CH2:1]([O:19][C@H:20]1[C@H:24]([O:25][CH2:26][CH2:27][CH2:28][CH2:29][CH2:30][CH2:31][CH2:32][CH2:33]/[CH:34]=[CH:35]\[CH2:36]/[CH:37]=[CH:38]\[CH2:39][CH2:40][CH2:41][CH2:42][CH3:43])[CH2:23][NH:22][CH2:21]1)[CH2:2][CH2:3][CH2:4][CH2:5][CH2:6][CH2:7][CH2:8]/[CH:9]=[CH:10]\[CH2:11]/[CH:12]=[CH:13]\[CH2:14][CH2:15][CH2:16][CH2:17][CH3:18].[C:44]([O:48][CH2:49][CH3:50])(=[O:47])[CH:45]=[CH2:46].[O-]CC.[Na+]. (4) Given the product [Cl:1][C:2]1[CH:7]=[CH:6][C:5]([NH:8][C:9](=[O:10])[C:11]2[CH:12]=[CH:13][C:14]([N:18]3[CH2:23][CH2:22][NH:21][CH2:20][CH2:19]3)=[N:15][C:16]=2[CH3:17])=[CH:4][C:3]=1[C:31]1[CH:36]=[CH:35][CH:34]=[CH:33][N:32]=1, predict the reactants needed to synthesize it. The reactants are: [Cl:1][C:2]1[CH:7]=[CH:6][C:5]([NH:8][C:9]([C:11]2[CH:12]=[CH:13][C:14]([N:18]3[CH2:23][CH2:22][N:21](C(OC(C)(C)C)=O)[CH2:20][CH2:19]3)=[N:15][C:16]=2[CH3:17])=[O:10])=[CH:4][C:3]=1[C:31]1[CH:36]=[CH:35][CH:34]=[CH:33][N:32]=1.C(O)(C(F)(F)F)=O.O.